Task: Predict which catalyst facilitates the given reaction.. Dataset: Catalyst prediction with 721,799 reactions and 888 catalyst types from USPTO (1) Reactant: Br[C:2]1[N:6]2[C:7](=[O:21])[CH:8]=[C:9]([CH2:11][C:12]3[C:13]([F:20])=[C:14]([CH:17]=[CH:18][CH:19]=3)[C:15]#[N:16])[N:10]=[C:5]2[S:4][C:3]=1[CH3:22].P([O-])([O-])([O-])=O.[K+].[K+].[K+].[C:31]([C@@H:33]1[CH2:35][C@H:34]1[B-](F)(F)F)#[N:32].[K+]. Product: [C:31]([CH:33]1[CH2:35][CH:34]1[C:2]1[N:6]2[C:7](=[O:21])[CH:8]=[C:9]([CH2:11][C:12]3[C:13]([F:20])=[C:14]([CH:17]=[CH:18][CH:19]=3)[C:15]#[N:16])[N:10]=[C:5]2[S:4][C:3]=1[CH3:22])#[N:32]. The catalyst class is: 70. (2) Reactant: [C:1]([O:5][C:6]([N:8]1[CH2:13][CH2:12][N:11]2[C:14]([C:20]([F:23])([F:22])[F:21])=[N:15][C:16]([C:17]([OH:19])=O)=[C:10]2[CH2:9]1)=[O:7])([CH3:4])([CH3:3])[CH3:2].F[P-](F)(F)(F)(F)F.N1(OC(N(C)C)=[N+](C)C)C2C=CC=CC=2N=N1.[NH:48]1[CH2:53][CH2:52][O:51][CH2:50][CH2:49]1.C(N(CC)C(C)C)(C)C. Product: [N:48]1([C:17]([C:16]2[N:15]=[C:14]([C:20]([F:22])([F:23])[F:21])[N:11]3[CH2:12][CH2:13][N:8]([C:6]([O:5][C:1]([CH3:4])([CH3:3])[CH3:2])=[O:7])[CH2:9][C:10]=23)=[O:19])[CH2:53][CH2:52][O:51][CH2:50][CH2:49]1. The catalyst class is: 9. (3) Reactant: [CH3:1][C:2]1[CH:3]=[C:4]([CH2:9][CH:10]([NH:16][C:17]([N:19]2[CH2:24][CH2:23][CH:22]([N:25]3[CH2:34][C:33]4[C:28](=[CH:29][CH:30]=[CH:31][CH:32]=4)[NH:27][C:26]3=[O:35])[CH2:21][CH2:20]2)=[O:18])[C:11]([O:13]CC)=[O:12])[CH:5]=[CH:6][C:7]=1[CH3:8].[OH-].[Na+]. Product: [CH3:1][C:2]1[CH:3]=[C:4]([CH2:9][CH:10]([NH:16][C:17]([N:19]2[CH2:24][CH2:23][CH:22]([N:25]3[CH2:34][C:33]4[C:28](=[CH:29][CH:30]=[CH:31][CH:32]=4)[NH:27][C:26]3=[O:35])[CH2:21][CH2:20]2)=[O:18])[C:11]([OH:13])=[O:12])[CH:5]=[CH:6][C:7]=1[CH3:8]. The catalyst class is: 5. (4) Reactant: [Cl:1][C:2]1[CH:7]=[CH:6][C:5]([CH:8]([NH:20][C:21]2[CH:26]=[C:25]([CH3:27])[C:24](=[O:28])[N:23]([CH3:29])[CH:22]=2)[C:9]2[N:10]([CH:17]3[CH2:19][CH2:18]3)[CH:11]=[CH:12][C:13]=2[C:14](O)=[O:15])=[CH:4][CH:3]=1. Product: [Cl:1][C:2]1[CH:7]=[CH:6][C:5]([CH:8]2[C:9]3[N:10]([CH:17]4[CH2:19][CH2:18]4)[CH:11]=[CH:12][C:13]=3[C:14](=[O:15])[N:20]2[C:21]2[CH:26]=[C:25]([CH3:27])[C:24](=[O:28])[N:23]([CH3:29])[CH:22]=2)=[CH:4][CH:3]=1. The catalyst class is: 158. (5) Reactant: C([O:3][C:4](=[O:26])[CH2:5][O:6][CH2:7]/[CH:8]=[CH:9]\[CH2:10][N:11]1[C:15](=[O:16])[CH2:14][CH2:13][C@@H:12]1/[CH:17]=[CH:18]/[CH:19]([OH:25])[CH2:20][CH2:21][CH2:22][CH2:23][CH3:24])C.[OH-].[Li+].Cl. Product: [OH:25][CH:19]([CH2:20][CH2:21][CH2:22][CH2:23][CH3:24])/[CH:18]=[CH:17]/[C@H:12]1[CH2:13][CH2:14][C:15](=[O:16])[N:11]1[CH2:10]/[CH:9]=[CH:8]\[CH2:7][O:6][CH2:5][C:4]([OH:26])=[O:3]. The catalyst class is: 200.